The task is: Predict the reactants needed to synthesize the given product.. This data is from Full USPTO retrosynthesis dataset with 1.9M reactions from patents (1976-2016). Given the product [C:11]([NH:15][C:16]([C:18]1[CH:22]=[C:21]([C:23]2[CH:28]=[CH:27][C:26]([CH2:29][OH:38])=[CH:25][N:24]=2)[N:20]([C:31]2[CH:32]=[N:33][CH:34]=[CH:35][CH:36]=2)[N:19]=1)=[O:17])([CH3:14])([CH3:13])[CH3:12], predict the reactants needed to synthesize it. The reactants are: [H-].C([Al+]CC(C)C)C(C)C.[C:11]([NH:15][C:16]([C:18]1[CH:22]=[C:21]([C:23]2[CH:28]=[CH:27][C:26]([C:29]#N)=[CH:25][N:24]=2)[N:20]([C:31]2[CH:32]=[N:33][CH:34]=[CH:35][CH:36]=2)[N:19]=1)=[O:17])([CH3:14])([CH3:13])[CH3:12].Cl.[OH2:38].